From a dataset of Forward reaction prediction with 1.9M reactions from USPTO patents (1976-2016). Predict the product of the given reaction. (1) Given the reactants [NH2:1][C:2]1[C:3]([C:17]([NH:19][C:20]2[C:25]([N:26]3[CH2:31][CH2:30][C:29]([NH:33][C:34](=[O:40])[O:35][C:36]([CH3:39])([CH3:38])[CH3:37])([CH3:32])[CH2:28][CH2:27]3)=[CH:24][CH:23]=[CH:22][N:21]=2)=[O:18])=[N:4][C:5](B2OC(C)(C)C(C)(C)O2)=[CH:6][N:7]=1.Cl[C:42]1[C:47]([C:48]([F:51])([F:50])[F:49])=[CH:46][CH:45]=[C:44]([N:52]2[CH2:55][C:54]([F:57])([F:56])[CH2:53]2)[N:43]=1.P([O-])([O-])([O-])=O.[K+].[K+].[K+], predict the reaction product. The product is: [NH2:1][C:2]1[C:3]([C:17]([NH:19][C:20]2[C:25]([N:26]3[CH2:27][CH2:28][C:29]([NH:33][C:34](=[O:40])[O:35][C:36]([CH3:38])([CH3:39])[CH3:37])([CH3:32])[CH2:30][CH2:31]3)=[CH:24][CH:23]=[CH:22][N:21]=2)=[O:18])=[N:4][C:5]([C:42]2[C:47]([C:48]([F:51])([F:49])[F:50])=[CH:46][CH:45]=[C:44]([N:52]3[CH2:53][C:54]([F:57])([F:56])[CH2:55]3)[N:43]=2)=[CH:6][N:7]=1. (2) Given the reactants Br[C:2]1[CH:11]=[CH:10][C:5]([C:6]([O:8][CH3:9])=[O:7])=[C:4]([F:12])[CH:3]=1.O1C=CC=C1P(C1OC=CC=1)C1OC=CC=1.C[Sn](C)(C)[C:31]1[CH:36]=[CH:35][CH:34]=[CH:33][N:32]=1.C(N(CC)CC)C, predict the reaction product. The product is: [F:12][C:4]1[CH:3]=[C:2]([C:31]2[CH:36]=[CH:35][CH:34]=[CH:33][N:32]=2)[CH:11]=[CH:10][C:5]=1[C:6]([O:8][CH3:9])=[O:7]. (3) Given the reactants [CH2:1]([N:8]1[CH:16]=[N:15][C:14]2[C:9]1=[N:10][CH:11]=[N:12][C:13]=2[NH2:17])[C:2]1[CH:7]=[CH:6][CH:5]=[CH:4][CH:3]=1.[Br:18]N1C(=O)CCC1=O, predict the reaction product. The product is: [CH2:1]([N:8]1[C:16]([Br:18])=[N:15][C:14]2[C:9]1=[N:10][CH:11]=[N:12][C:13]=2[NH2:17])[C:2]1[CH:7]=[CH:6][CH:5]=[CH:4][CH:3]=1. (4) Given the reactants [Cl:1][C:2]1[C:3]([OH:11])=[N:4][CH:5]=[C:6]([C:8]([OH:10])=[O:9])[CH:7]=1.[Si](C=[N+]=[N-])(C)(C)[CH3:13], predict the reaction product. The product is: [Cl:1][C:2]1[C:3]([OH:11])=[N:4][CH:5]=[C:6]([C:8]([O:10][CH3:13])=[O:9])[CH:7]=1. (5) Given the reactants [Cl:1][C:2]1[N:7]=[C:6]([C:8]([OH:10])=O)[CH:5]=[CH:4][CH:3]=1.C(N1C=CN=C1)(N1C=CN=C1)=O.[Mg+].[C:24]([O:30][CH2:31][CH3:32])(=[O:29])[CH2:25]C([O-])=O.O, predict the reaction product. The product is: [Cl:1][C:2]1[N:7]=[C:6]([C:8](=[O:10])[CH2:25][C:24]([O:30][CH2:31][CH3:32])=[O:29])[CH:5]=[CH:4][CH:3]=1. (6) Given the reactants C(Cl)(=O)C(Cl)=O.CS(C)=O.[Br:11][C:12]1[CH:17]=[CH:16][N:15]=[C:14]([CH2:18][OH:19])[CH:13]=1.C(N(CC)CC)C, predict the reaction product. The product is: [Br:11][C:12]1[CH:17]=[CH:16][N:15]=[C:14]([CH:18]=[O:19])[CH:13]=1.